This data is from Full USPTO retrosynthesis dataset with 1.9M reactions from patents (1976-2016). The task is: Predict the reactants needed to synthesize the given product. (1) Given the product [CH2:17]([O:16][C:14]1[CH:13]=[C:8]([C:9]([O:11][CH3:12])=[O:10])[C:7]2[O:19][C:2]([CH2:3][CH3:4])=[CH:1][C:6]=2[CH:15]=1)[CH3:18], predict the reactants needed to synthesize it. The reactants are: [CH:1]#[C:2][CH2:3][CH3:4].Br[C:6]1[C:7]([OH:19])=[C:8]([CH:13]=[C:14]([O:16][CH2:17][CH3:18])[CH:15]=1)[C:9]([O:11][CH3:12])=[O:10]. (2) Given the product [C:1]([CH:3]1[CH2:8][CH2:7][CH2:6][N:5]([C:9]([O:11][C:12]([CH3:15])([CH3:14])[CH3:13])=[O:10])[CH2:4]1)#[CH:16], predict the reactants needed to synthesize it. The reactants are: [CH:1]([CH:3]1[CH2:8][CH2:7][CH2:6][N:5]([C:9]([O:11][C:12]([CH3:15])([CH3:14])[CH3:13])=[O:10])[CH2:4]1)=O.[C:16](=O)([O-])[O-].[K+].[K+].[N+](=C(P(=O)(OC)OC)C(=O)C)=[N-]. (3) Given the product [OH:28][CH2:25][C:26]#[C:27][C:2]1[C:13]2[C:5](=[CH:6][C:7]([C:16]3[CH:21]=[CH:20][CH:19]=[CH:18][C:17]=3[O:22][CH3:23])=[C:8]3[C:12]=2[C:11](=[O:14])[NH:10][C:9]3=[O:15])[N:4]([CH3:24])[CH:3]=1, predict the reactants needed to synthesize it. The reactants are: Br[C:2]1[C:13]2[C:5](=[CH:6][C:7]([C:16]3[CH:21]=[CH:20][CH:19]=[CH:18][C:17]=3[O:22][CH3:23])=[C:8]3[C:12]=2[C:11](=[O:14])[NH:10][C:9]3=[O:15])[N:4]([CH3:24])[CH:3]=1.[CH2:25]([OH:28])[C:26]#[CH:27].C([O-])([O-])=O.[K+].[K+].